From a dataset of Full USPTO retrosynthesis dataset with 1.9M reactions from patents (1976-2016). Predict the reactants needed to synthesize the given product. The reactants are: I[C:2]1[C:10]2[C:9]([N:11]3[CH2:16][CH2:15][O:14][CH2:13][CH2:12]3)=[N:8][CH:7]=[N:6][C:5]=2[N:4]([CH2:17][O:18][CH2:19][CH2:20][Si:21]([CH3:24])([CH3:23])[CH3:22])[CH:3]=1.[CH3:25][N:26]1[CH:30]=[C:29](B2OC(C)(C)C(C)(C)O2)[CH:28]=[N:27]1.C(=O)([O-])[O-].[K+].[K+]. Given the product [CH3:25][N:26]1[CH:30]=[C:29]([C:2]2[C:10]3[C:9]([N:11]4[CH2:16][CH2:15][O:14][CH2:13][CH2:12]4)=[N:8][CH:7]=[N:6][C:5]=3[N:4]([CH2:17][O:18][CH2:19][CH2:20][Si:21]([CH3:24])([CH3:23])[CH3:22])[CH:3]=2)[CH:28]=[N:27]1, predict the reactants needed to synthesize it.